Dataset: Forward reaction prediction with 1.9M reactions from USPTO patents (1976-2016). Task: Predict the product of the given reaction. (1) Given the reactants Cl.[OH:2][C@@:3]1([C:12]#[C:13][C:14]2[CH:15]=[C:16]([CH3:20])[CH:17]=[CH:18][CH:19]=2)[CH2:11][CH2:10][CH2:9][C@@H:8]2[C@H:4]1[CH2:5][CH2:6][NH:7]2.C(N(CC)CC)C.[CH3:28][O:29][C:30](Cl)=[O:31], predict the reaction product. The product is: [CH3:28][O:29][C:30]([N:7]1[C@H:8]2[C@H:4]([C@:3]([OH:2])([C:12]#[C:13][C:14]3[CH:15]=[C:16]([CH3:20])[CH:17]=[CH:18][CH:19]=3)[CH2:11][CH2:10][CH2:9]2)[CH2:5][CH2:6]1)=[O:31]. (2) Given the reactants Br[CH2:2][C:3]1[CH:8]=[CH:7][C:6]([CH2:9][N:10]2[C:14]([CH3:15])=[CH:13][C:12]([CH3:16])=[N:11]2)=[CH:5][CH:4]=1.[Cl:17][C:18]1[C:19]2[C:20](=[N:24][NH:25][CH:26]=2)[N:21]=[CH:22][N:23]=1.C([O-])([O-])=O.[Cs+].[Cs+], predict the reaction product. The product is: [Cl:17][C:18]1[C:19]2[C:20](=[N:24][N:25]([CH2:2][C:3]3[CH:8]=[CH:7][C:6]([CH2:9][N:10]4[C:14]([CH3:15])=[CH:13][C:12]([CH3:16])=[N:11]4)=[CH:5][CH:4]=3)[CH:26]=2)[N:21]=[CH:22][N:23]=1. (3) Given the reactants [N:1]1([C:7]2[CH:12]=[CH:11][C:10]([C:13]3[C:14]([C:19]([O:21]C)=[O:20])=[CH:15][CH:16]=[CH:17][CH:18]=3)=[CH:9][CH:8]=2)[CH2:6][CH2:5][S:4][CH2:3][CH2:2]1.[OH-].[Na+], predict the reaction product. The product is: [N:1]1([C:7]2[CH:8]=[CH:9][C:10]([C:13]3[C:14]([C:19]([OH:21])=[O:20])=[CH:15][CH:16]=[CH:17][CH:18]=3)=[CH:11][CH:12]=2)[CH2:2][CH2:3][S:4][CH2:5][CH2:6]1. (4) Given the reactants [CH:1]1([N:6]2[C:14]3[C:13]([C:15]#[N:16])=[CH:12][N:11]=[C:10]([O:17][CH3:18])[C:9]=3[C:8]([C:19]3[CH:24]=[CH:23][C:22]([OH:25])=[CH:21][CH:20]=3)=[CH:7]2)[CH2:5][CH2:4][CH2:3][CH2:2]1.[H-].[Na+].Br[CH2:29][C:30]([NH2:32])=[O:31].O, predict the reaction product. The product is: [C:15]([C:13]1[C:14]2[N:6]([CH:1]3[CH2:2][CH2:3][CH2:4][CH2:5]3)[CH:7]=[C:8]([C:19]3[CH:24]=[CH:23][C:22]([O:25][CH2:29][C:30]([NH2:32])=[O:31])=[CH:21][CH:20]=3)[C:9]=2[C:10]([O:17][CH3:18])=[N:11][CH:12]=1)#[N:16]. (5) Given the reactants [C:1]([O:5][C:6](=[O:43])[N:7]([C@H:9]([C:11](=[O:42])[NH:12][C@@H:13]1[C:19](=[O:20])[N:18]([CH2:21][C:22]2[C:31]3[C:26](=[CH:27][C:28]([C:32](=[NH:35])[NH:33][OH:34])=[CH:29][CH:30]=3)[CH:25]=[CH:24][C:23]=2[O:36][CH3:37])[C:17]2[CH:38]=[CH:39][CH:40]=[CH:41][C:16]=2[CH2:15][CH2:14]1)[CH3:10])[CH3:8])([CH3:4])([CH3:3])[CH3:2].[O:44]1CCOC[CH2:45]1, predict the reaction product. The product is: [C:1]([O:5][C:6](=[O:43])[N:7]([C@H:9]([C:11](=[O:42])[NH:12][C@@H:13]1[C:19](=[O:20])[N:18]([CH2:21][C:22]2[C:31]3[C:26](=[CH:27][C:28]([C:32]4[NH:35][C:45](=[O:44])[O:34][N:33]=4)=[CH:29][CH:30]=3)[CH:25]=[CH:24][C:23]=2[O:36][CH3:37])[C:17]2[CH:38]=[CH:39][CH:40]=[CH:41][C:16]=2[CH2:15][CH2:14]1)[CH3:10])[CH3:8])([CH3:2])([CH3:3])[CH3:4]. (6) Given the reactants [I-].[CH2:2]([N+:6]1[C:10]([CH3:11])=[C:9]([CH3:12])[S:8][C:7]=1[CH3:13])[CH2:3][CH2:4][CH3:5].[Cl:14][C:15]1[CH:23]=[C:22]([Cl:24])[CH:21]=[CH:20][C:16]=1[C:17](Cl)=[O:18], predict the reaction product. The product is: [CH2:2]([N:6]1[C:10]([CH3:11])=[C:9]([CH3:12])[S:8]/[C:7]/1=[CH:13]\[C:17]([C:16]1[CH:20]=[CH:21][C:22]([Cl:24])=[CH:23][C:15]=1[Cl:14])=[O:18])[CH2:3][CH2:4][CH3:5]. (7) The product is: [Cl:6][C:7]1[C:12]([O:5][CH2:4][CH:1]2[CH2:3][CH2:2]2)=[CH:11][C:10]([NH:14][C:15](=[O:21])[O:16][C:17]([CH3:18])([CH3:19])[CH3:20])=[C:9]([CH:22]=[O:23])[CH:8]=1. Given the reactants [CH:1]1([CH2:4][OH:5])[CH2:3][CH2:2]1.[Cl:6][C:7]1[C:12](O)=[CH:11][C:10]([NH:14][C:15](=[O:21])[O:16][C:17]([CH3:20])([CH3:19])[CH3:18])=[C:9]([CH:22]=[O:23])[CH:8]=1.C1(P(C2C=CC=CC=2)C2C=CC=CC=2)C=CC=CC=1.CC(OC(/N=N/C(OC(C)C)=O)=O)C, predict the reaction product.